This data is from Catalyst prediction with 721,799 reactions and 888 catalyst types from USPTO. The task is: Predict which catalyst facilitates the given reaction. Reactant: [Br:1][CH2:2][CH2:3][CH2:4][C:5]([OH:7])=[O:6].[CH2:8](O)[C:9]1[CH:14]=[CH:13][CH:12]=[CH:11][CH:10]=1.C(N(CC)CC)C.C(=O)(O)[O-].[Na+]. Product: [CH2:8]([O:6][C:5](=[O:7])[CH2:4][CH2:3][CH2:2][Br:1])[C:9]1[CH:14]=[CH:13][CH:12]=[CH:11][CH:10]=1. The catalyst class is: 309.